From a dataset of Catalyst prediction with 721,799 reactions and 888 catalyst types from USPTO. Predict which catalyst facilitates the given reaction. (1) Reactant: [Br:1][CH2:2][C:3](Br)=[O:4].FC(F)(F)C(O)=O.[CH3:13][CH:14]([O:16][C:17]1[CH:24]=[CH:23][C:22]([C:25]2[O:29][N:28]=[C:27]([C:30]3[CH:40]=[CH:39][C:33]4[CH2:34][CH2:35][NH:36][CH2:37][CH2:38][C:32]=4[C:31]=3[CH3:41])[N:26]=2)=[CH:21][C:18]=1[C:19]#[N:20])[CH3:15].CCN(C(C)C)C(C)C. Product: [Br:1][CH2:2][C:3]([N:36]1[CH2:35][CH2:34][C:33]2[CH:39]=[CH:40][C:30]([C:27]3[N:26]=[C:25]([C:22]4[CH:23]=[CH:24][C:17]([O:16][CH:14]([CH3:15])[CH3:13])=[C:18]([CH:21]=4)[C:19]#[N:20])[O:29][N:28]=3)=[C:31]([CH3:41])[C:32]=2[CH2:38][CH2:37]1)=[O:4]. The catalyst class is: 2. (2) Reactant: [Cl:1][C:2]1[CH:7]=[C:6]2[NH:8][C:9](=[O:32])[C:10]3([CH:15]([C:16]4[CH:21]=[CH:20][CH:19]=[C:18]([Cl:22])[CH:17]=4)[CH2:14][C:13](=O)[NH:12][CH:11]3[C:24]3[CH:29]=[CH:28][C:27]([F:30])=[C:26]([F:31])[CH:25]=3)[C:5]2=[CH:4][CH:3]=1.COC1C=CC(P2(=S)SP(=S)(C3C=CC(OC)=CC=3)[S:42]2)=CC=1. Product: [Cl:1][C:2]1[CH:7]=[C:6]2[NH:8][C:9](=[O:32])[C:10]3([CH:15]([C:16]4[CH:21]=[CH:20][CH:19]=[C:18]([Cl:22])[CH:17]=4)[CH2:14][C:13](=[S:42])[NH:12][CH:11]3[C:24]3[CH:29]=[CH:28][C:27]([F:30])=[C:26]([F:31])[CH:25]=3)[C:5]2=[CH:4][CH:3]=1. The catalyst class is: 11. (3) Reactant: [F:1][C:2]1[CH:7]=[CH:6][C:5]([S:8]([NH:11][C:12]2[C:17]([CH3:18])=[CH:16][C:15]([CH:19]([CH3:21])[CH3:20])=[CH:14][N:13]=2)(=[O:10])=[O:9])=[CH:4][CH:3]=1.[C:22](N=C(N(C)C)N(C)C)([CH3:25])([CH3:24])[CH3:23].BrCC(C)C. Product: [F:1][C:2]1[CH:3]=[CH:4][C:5]([S:8]([N:11]([CH2:23][CH:22]([CH3:25])[CH3:24])[C:12]2[C:17]([CH3:18])=[CH:16][C:15]([CH:19]([CH3:21])[CH3:20])=[CH:14][N:13]=2)(=[O:9])=[O:10])=[CH:6][CH:7]=1. The catalyst class is: 10. (4) Reactant: [CH:1]([N:14]1[CH2:17][CH:16]([C:18]#[N:19])[CH2:15]1)([C:8]1[CH:13]=[CH:12][CH:11]=[CH:10][CH:9]=1)[C:2]1[CH:7]=[CH:6][CH:5]=[CH:4][CH:3]=1.C[Si]([N:24]=[N+:25]=[N-:26])(C)C.C([Sn](=O)CCCC)CCC.CO. Product: [CH:1]([N:14]1[CH2:17][CH:16]([C:18]2[N:24]=[N:25][NH:26][N:19]=2)[CH2:15]1)([C:8]1[CH:13]=[CH:12][CH:11]=[CH:10][CH:9]=1)[C:2]1[CH:3]=[CH:4][CH:5]=[CH:6][CH:7]=1. The catalyst class is: 451. (5) Reactant: [Cl:1][C:2]1[CH:8]=[CH:7][C:5]([NH2:6])=[CH:4][CH:3]=1.Cl.C(O[CH:14](O)[C:15]([CH3:17])=[CH2:16])(=O)C.CC(=C)C(O)O. Product: [Cl:1][C:2]1[CH:8]=[C:7]2[C:5](=[CH:4][CH:3]=1)[N:6]=[CH:16][C:15]([CH3:17])=[CH:14]2. The catalyst class is: 38.